From a dataset of Full USPTO retrosynthesis dataset with 1.9M reactions from patents (1976-2016). Predict the reactants needed to synthesize the given product. (1) Given the product [CH2:28]([N:22]1[C:10]2[CH:9]=[CH:8][C:7]3[N:6]=[C:5]([O:4][CH:1]([CH3:3])[CH3:2])[CH:14]=[C:13]([C:15]([F:17])([F:16])[F:18])[C:12]=3[C:11]=2[O:19][C@H:20]2[CH2:25][CH2:24][CH2:23][C@@H:21]12)[CH3:29], predict the reactants needed to synthesize it. The reactants are: [CH:1]([O:4][C:5]1[CH:14]=[C:13]([C:15]([F:18])([F:17])[F:16])[C:12]2[C:11]3[O:19][C@H:20]4[CH2:25][CH2:24][CH2:23][C@H:21]4[NH:22][C:10]=3[CH:9]=[CH:8][C:7]=2[N:6]=1)([CH3:3])[CH3:2].[BH4-].[Na+].[C:28](O)(=O)[CH3:29]. (2) Given the product [O:11]=[C:1]1[C:10]2[C:5](=[CH:6][CH:7]=[CH:8][CH:9]=2)[CH2:4][CH2:3][N:2]1[CH2:16][CH2:15][C:14]([O:18][CH3:19])=[O:17], predict the reactants needed to synthesize it. The reactants are: [C:1]1(=[O:11])[C:10]2[C:5](=[CH:6][CH:7]=[CH:8][CH:9]=2)[CH2:4][CH2:3][NH:2]1.[OH-].[Na+].[C:14]([O:18][CH3:19])(=[O:17])[CH:15]=[CH2:16]. (3) Given the product [ClH:66].[C:22]1([C@@H:24]2[CH2:28][CH2:27][C@@H:26]([CH2:29][NH2:30])[CH2:25]2)[N:19]2[C:14]3[CH:13]=[CH:12][NH:11][C:15]=3[N:16]=[CH:17][C:18]2=[N:20][N:21]=1, predict the reactants needed to synthesize it. The reactants are: S([N:11]1[C:15]2=[N:16][CH:17]=[C:18]([NH:20][NH:21][C:22]([C@@H:24]3[CH2:28][CH2:27][C@@H:26]([CH2:29][NH:30]C(=O)OC(C)(C)C)[CH2:25]3)=O)[N:19]=[C:14]2[CH:13]=[CH:12]1)(C1C=CC(C)=CC=1)(=O)=O.C(OC(NC[C@@H]1CC[C@@H](C(O)=O)C1)=O)(C)(C)C.CCN(C(C)C)C(C)C.O=S(Cl)[Cl:66].[OH-].[Na+]. (4) Given the product [Si:1]([O:8][C@H:9]([CH3:12])[CH2:10][O:11][N:33]1[C:37](=[O:38])[C:36]2[C:35](=[CH:42][CH:41]=[CH:40][CH:39]=2)[C:34]1=[O:43])([C:4]([CH3:7])([CH3:6])[CH3:5])([CH3:3])[CH3:2], predict the reactants needed to synthesize it. The reactants are: [Si:1]([O:8][C@H:9]([CH3:12])[CH2:10][OH:11])([C:4]([CH3:7])([CH3:6])[CH3:5])([CH3:3])[CH3:2].C1(P(C2C=CC=CC=2)C2C=CC=CC=2)C=CC=CC=1.O[N:33]1[C:37](=[O:38])[C:36]2=[CH:39][CH:40]=[CH:41][CH:42]=[C:35]2[C:34]1=[O:43].CC(OC(/N=N/C(OC(C)C)=O)=O)C. (5) Given the product [CH3:20][S:21]([O:19][CH2:18][CH2:17][CH2:16][CH2:15][C:12]1[CH:11]=[CH:10][C:9]([O:8][CH2:1][C:2]2[CH:3]=[CH:4][CH:5]=[CH:6][CH:7]=2)=[CH:14][CH:13]=1)(=[O:23])=[O:22], predict the reactants needed to synthesize it. The reactants are: [CH2:1]([O:8][C:9]1[CH:14]=[CH:13][C:12]([CH2:15][CH2:16][CH2:17][CH2:18][OH:19])=[CH:11][CH:10]=1)[C:2]1[CH:7]=[CH:6][CH:5]=[CH:4][CH:3]=1.[CH3:20][S:21](Cl)(=[O:23])=[O:22].